This data is from Experimentally validated miRNA-target interactions with 360,000+ pairs, plus equal number of negative samples. The task is: Binary Classification. Given a miRNA mature sequence and a target amino acid sequence, predict their likelihood of interaction. The miRNA is mmu-miR-10b-5p with sequence UACCCUGUAGAACCGAAUUUGUG. The protein sequence of the target gene is MERLGEKASRLLEKLRLSDSGSAKFGRRKGEASRSGSDGTPGAGKGRLSGLGGPRKSGHRGANGGPGDEPLEPAREQGPLDAERNARGSFEAQRFEGSFPGGPPPTRALPLPLSSPPDFRLETTAPALSPRSSFASSSASDASKPSSPRGSLLLDGAGASGAGGSRPCSNRTSGISMGYDQRHGSPLPAGPCLFGLPLTTAPAGYPGGAPSAYPELHAALDRLCAHRSVGFGCQESRHSYPPALGSPGALTGAVVGTAGPLERRGAQPGRHSVTGYGDCAAGARYQDELTALLRLTVATG.... Result: 1 (interaction).